From a dataset of Full USPTO retrosynthesis dataset with 1.9M reactions from patents (1976-2016). Predict the reactants needed to synthesize the given product. (1) Given the product [CH2:1]([C:3]1[CH:8]=[C:7]([CH3:9])[CH:6]=[C:5]([CH2:10][CH3:11])[C:4]=1[C:12](=[O:17])[C:13]([NH:15][N:16]=[C:30]([CH3:31])[CH2:29][S:28][CH3:27])=[O:14])[CH3:2], predict the reactants needed to synthesize it. The reactants are: [CH2:1]([C:3]1[CH:8]=[C:7]([CH3:9])[CH:6]=[C:5]([CH2:10][CH3:11])[C:4]=1[C:12](=[O:17])[C:13]([NH:15][NH2:16])=[O:14])[CH3:2].O1CCCC1.C(O)(=O)C.[CH3:27][S:28][CH2:29][C:30](=O)[CH3:31]. (2) The reactants are: [CH2:1]([O:4][C:5]1[C:14]([CH3:15])=[CH:13][C:8]([C:9](=[NH:12])[NH:10][OH:11])=[CH:7][C:6]=1[CH3:16])[CH:2]=[CH2:3].[Cl:17][C:18]1[C:19]2[N:20]([CH:28]=[C:29]([C:31](O)=O)[N:30]=2)[CH:21]=[C:22]([C:24]([F:27])([F:26])[F:25])[CH:23]=1.CCN=C=NCCCN(C)C.Cl.C1C=CC2N(O)N=NC=2C=1. Given the product [CH2:1]([O:4][C:5]1[C:14]([CH3:15])=[CH:13][C:8]([C:9]2[N:12]=[C:31]([C:29]3[N:30]=[C:19]4[C:18]([Cl:17])=[CH:23][C:22]([C:24]([F:25])([F:26])[F:27])=[CH:21][N:20]4[CH:28]=3)[O:11][N:10]=2)=[CH:7][C:6]=1[CH3:16])[CH:2]=[CH2:3], predict the reactants needed to synthesize it.